This data is from Catalyst prediction with 721,799 reactions and 888 catalyst types from USPTO. The task is: Predict which catalyst facilitates the given reaction. (1) The catalyst class is: 3. Product: [N+:23]([C:20]1[CH:21]=[CH:22][C:17](/[CH:2]=[CH:1]/[CH:3]2[CH2:4][CH2:5][N:6]([C:9]([O:11][C:12]([CH3:15])([CH3:14])[CH3:13])=[O:10])[CH2:7][CH2:8]2)=[CH:18][CH:19]=1)([O-:25])=[O:24]. Reactant: [CH:1]([CH:3]1[CH2:8][CH2:7][N:6]([C:9]([O:11][C:12]([CH3:15])([CH3:14])[CH3:13])=[O:10])[CH2:5][CH2:4]1)=[CH2:2].Br[C:17]1[CH:22]=[CH:21][C:20]([N+:23]([O-:25])=[O:24])=[CH:19][CH:18]=1.C(N(CC)CC)C. (2) Reactant: Cl[C:2]1[N:7]=[CH:6][C:5]([S:8]([N:11]2[CH2:20][CH2:19][C:18]3[C@:13]([CH2:31][O:32][CH2:33][CH3:34])([CH2:14][C:15]4[CH:23]=[N:22][N:21]([C:24]5[CH:29]=[CH:28][C:27]([F:30])=[CH:26][CH:25]=5)[C:16]=4[CH:17]=3)[CH2:12]2)(=[O:10])=[O:9])=[CH:4][CH:3]=1.[NH:35]1[CH2:39][CH2:38][CH2:37][CH2:36]1. Product: [CH2:33]([O:32][CH2:31][C@@:13]12[CH2:12][N:11]([S:8]([C:5]3[CH:6]=[N:7][C:2]([N:35]4[CH2:39][CH2:38][CH2:37][CH2:36]4)=[CH:3][CH:4]=3)(=[O:10])=[O:9])[CH2:20][CH2:19][C:18]1=[CH:17][C:16]1[N:21]([C:24]3[CH:29]=[CH:28][C:27]([F:30])=[CH:26][CH:25]=3)[N:22]=[CH:23][C:15]=1[CH2:14]2)[CH3:34]. The catalyst class is: 10. (3) Product: [ClH:1].[NH2:8][CH2:9][CH2:10][CH2:11][N:12]1[CH:17]=[CH:16][CH:15]=[C:14]([CH3:18])[C:13]1=[O:19]. The catalyst class is: 12. Reactant: [ClH:1].C(OC(=O)[NH:8][CH2:9][CH2:10][CH2:11][N:12]1[CH:17]=[CH:16][CH:15]=[C:14]([CH3:18])[C:13]1=[O:19])(C)(C)C. (4) Product: [O:27]=[C:18]1[N:17]([CH2:28][CH2:29][CH3:30])[C:16]2[N:15]=[C:14]([C:10]34[O:13][CH:6]([CH2:7][CH2:8][CH2:9]3)[CH:5]([C:3]([OH:4])=[O:2])[CH2:12][CH2:11]4)[NH:22][C:21]=2[C:20](=[O:23])[N:19]1[CH2:24][CH2:25][CH3:26]. Reactant: C[O:2][C:3]([CH:5]1[CH2:12][CH2:11][C:10]2([C:14]3[NH:22][C:21]4[C:20](=[O:23])[N:19]([CH2:24][CH2:25][CH3:26])[C:18](=[O:27])[N:17]([CH2:28][CH2:29][CH3:30])[C:16]=4[N:15]=3)[O:13][CH:6]1[CH2:7][CH2:8][CH2:9]2)=[O:4]. The catalyst class is: 5. (5) Reactant: [OH:1][CH2:2][C:3]1[CH:7]=[C:6]([C:8]2[CH:13]=[CH:12][CH:11]=[CH:10][CH:9]=2)[O:5][N:4]=1.C(=O)(O)[O-].[Na+].[CH3:19][S:20](Cl)(=[O:22])=[O:21]. Product: [CH3:19][S:20]([O:1][CH2:2][C:3]1[CH:7]=[C:6]([C:8]2[CH:9]=[CH:10][CH:11]=[CH:12][CH:13]=2)[O:5][N:4]=1)(=[O:22])=[O:21]. The catalyst class is: 884. (6) Reactant: [CH:1]([Mg]Cl)([CH3:3])[CH3:2].[Br:6][C:7]1[CH:14]=[CH:13][C:10]([CH:11]=[O:12])=[CH:9][CH:8]=1. Product: [Br:6][C:7]1[CH:14]=[CH:13][C:10]([CH:11]([OH:12])[CH:1]([CH3:3])[CH3:2])=[CH:9][CH:8]=1. The catalyst class is: 7. (7) Reactant: Cl.[Cl:2][C:3]1[CH:8]=[CH:7][CH:6]=[CH:5][C:4]=1[NH:9]N.OS(O)(=O)=O.[CH3:16][N:17]1[CH2:22][CH2:21][C:20](=O)[CH2:19][CH2:18]1. Product: [Cl:2][C:3]1[C:4]2[NH:9][C:20]3[CH2:21][CH2:22][N:17]([CH3:16])[CH2:18][C:19]=3[C:5]=2[CH:6]=[CH:7][CH:8]=1. The catalyst class is: 12.